Dataset: NCI-60 drug combinations with 297,098 pairs across 59 cell lines. Task: Regression. Given two drug SMILES strings and cell line genomic features, predict the synergy score measuring deviation from expected non-interaction effect. Drug 1: CC1C(C(CC(O1)OC2CC(CC3=C2C(=C4C(=C3O)C(=O)C5=C(C4=O)C(=CC=C5)OC)O)(C(=O)C)O)N)O.Cl. Drug 2: C1=C(C(=O)NC(=O)N1)F. Cell line: UACC-257. Synergy scores: CSS=28.5, Synergy_ZIP=6.82, Synergy_Bliss=11.0, Synergy_Loewe=10.7, Synergy_HSA=10.8.